From a dataset of Forward reaction prediction with 1.9M reactions from USPTO patents (1976-2016). Predict the product of the given reaction. (1) Given the reactants Cl[CH2:2][C:3]1[CH:4]=[C:5]([CH:39]=[CH:40][CH:41]=1)[C:6]([NH:8][C:9]1[S:10][C:11]2[CH2:38][CH2:37][CH2:36][CH2:35][C:12]=2[C:13]=1[C:14]([NH:16][C:17]1[CH:22]=[CH:21][C:20]([CH2:23][CH2:24][C:25]2[CH:34]=[CH:33][C:28]([C:29]([O:31][CH3:32])=[O:30])=[CH:27][CH:26]=2)=[CH:19][CH:18]=1)=[O:15])=[O:7].[CH:42]([NH:45][CH2:46][CH2:47][NH:48][CH:49]([CH3:51])[CH3:50])([CH3:44])[CH3:43], predict the reaction product. The product is: [CH:42]([N:45]([CH2:2][C:3]1[CH:4]=[C:5]([CH:39]=[CH:40][CH:41]=1)[C:6]([NH:8][C:9]1[S:10][C:11]2[CH2:38][CH2:37][CH2:36][CH2:35][C:12]=2[C:13]=1[C:14]([NH:16][C:17]1[CH:22]=[CH:21][C:20]([CH2:23][CH2:24][C:25]2[CH:34]=[CH:33][C:28]([C:29]([O:31][CH3:32])=[O:30])=[CH:27][CH:26]=2)=[CH:19][CH:18]=1)=[O:15])=[O:7])[CH2:46][CH2:47][NH:48][CH:49]([CH3:51])[CH3:50])([CH3:44])[CH3:43]. (2) Given the reactants Cl[C:2]1[N:7]=[N:6][C:5]([C:8]([OH:10])=[O:9])=[CH:4][CH:3]=1.[Cl:11][C:12]1[CH:18]=[CH:17][C:15]([NH2:16])=[CH:14][CH:13]=1, predict the reaction product. The product is: [Cl:11][C:12]1[CH:18]=[CH:17][C:15]([NH:16][C:2]2[N:7]=[N:6][C:5]([C:8]([OH:10])=[O:9])=[CH:4][CH:3]=2)=[CH:14][CH:13]=1. (3) The product is: [N:48]1([CH2:47][CH2:46][O:43][C:40]2[CH:41]=[CH:42][C:37]([NH:36][C:34]3[S:35][C:31]([C:28]4[CH:29]=[CH:30][S:26][CH:27]=4)=[CH:32][N:33]=3)=[CH:38][CH:39]=2)[CH2:53][CH2:52][O:51][CH2:50][CH2:49]1. Given the reactants CN(C)CCCOC1C=CC(C2SC(NC3C=CC=CC=3)=NC=2)=CC=1.[S:26]1[CH:30]=[CH:29][C:28]([C:31]2[S:35][C:34]([NH:36][C:37]3[CH:42]=[CH:41][C:40]([OH:43])=[CH:39][CH:38]=3)=[N:33][CH:32]=2)=[CH:27]1.Cl.Cl[CH2:46][CH2:47][N:48]1[CH2:53][CH2:52][O:51][CH2:50][CH2:49]1, predict the reaction product. (4) Given the reactants [CH3:1][C:2]1[CH:7]=[C:6](N)[CH:5]=[CH:4][C:3]=1[N+:9]([O-:11])=[O:10].C([N:14](CC)CC)C.CN(C1C=CC=CN=1)C.Cl.[CH3:29][N:30]([CH2:32][C:33](Cl)=[O:34])[CH3:31].C(=O)(O)[O-].[Na+], predict the reaction product. The product is: [CH3:29][N:30]([CH3:31])[CH2:32][C:33]([NH:14][C:5]1[CH:6]=[CH:7][C:2]([CH3:1])=[C:3]([N+:9]([O-:11])=[O:10])[CH:4]=1)=[O:34]. (5) Given the reactants [Br:1][C:2]1[N:6]([CH:7]2[CH2:12]CN(C(OC(C)(C)C)=O)CC2)[CH:5]=[N:4][C:3]=1[C:20]1[CH:25]=[CH:24][C:23]([F:26])=[CH:22][CH:21]=1.FC1C=CC(C2N=CN(CC[N:41]3[CH2:46][CH2:45][O:44][CH2:43][CH2:42]3)C=2)=CC=1.BrN1C(=O)CCC1=O, predict the reaction product. The product is: [Br:1][C:2]1[N:6]([CH2:7][CH2:12][N:41]2[CH2:46][CH2:45][O:44][CH2:43][CH2:42]2)[CH:5]=[N:4][C:3]=1[C:20]1[CH:21]=[CH:22][C:23]([F:26])=[CH:24][CH:25]=1. (6) Given the reactants Br[C:2]1[CH:18]=[CH:17][C:5]2[N:6]=[C:7]([CH2:9][CH2:10][N:11]3[CH2:15][CH2:14][CH2:13][CH:12]3[CH3:16])[S:8][C:4]=2[CH:3]=1.[N:19]1[CH:24]=[CH:23][CH:22]=[C:21](B(O)O)[CH:20]=1.C1(P(C2CCCCC2)C2C=CC=CC=2C2C=CC=CC=2)CCCCC1.C(=O)([O-])[O-].[Na+].[Na+], predict the reaction product. The product is: [CH3:16][CH:12]1[CH2:13][CH2:14][CH2:15][N:11]1[CH2:10][CH2:9][C:7]1[S:8][C:4]2[CH:3]=[C:2]([C:21]3[CH:20]=[N:19][CH:24]=[CH:23][CH:22]=3)[CH:18]=[CH:17][C:5]=2[N:6]=1.